Dataset: NCI-60 drug combinations with 297,098 pairs across 59 cell lines. Task: Regression. Given two drug SMILES strings and cell line genomic features, predict the synergy score measuring deviation from expected non-interaction effect. (1) Drug 1: CC1C(C(CC(O1)OC2CC(CC3=C2C(=C4C(=C3O)C(=O)C5=C(C4=O)C(=CC=C5)OC)O)(C(=O)C)O)N)O.Cl. Drug 2: C(CCl)NC(=O)N(CCCl)N=O. Cell line: M14. Synergy scores: CSS=16.1, Synergy_ZIP=1.15, Synergy_Bliss=6.80, Synergy_Loewe=-2.53, Synergy_HSA=6.03. (2) Drug 1: CC(C1=C(C=CC(=C1Cl)F)Cl)OC2=C(N=CC(=C2)C3=CN(N=C3)C4CCNCC4)N. Drug 2: C1CC(=O)NC(=O)C1N2C(=O)C3=CC=CC=C3C2=O. Cell line: SF-268. Synergy scores: CSS=9.48, Synergy_ZIP=6.76, Synergy_Bliss=9.69, Synergy_Loewe=4.83, Synergy_HSA=6.55. (3) Drug 1: C1=NC2=C(N=C(N=C2N1C3C(C(C(O3)CO)O)O)F)N. Drug 2: CS(=O)(=O)CCNCC1=CC=C(O1)C2=CC3=C(C=C2)N=CN=C3NC4=CC(=C(C=C4)OCC5=CC(=CC=C5)F)Cl. Cell line: T-47D. Synergy scores: CSS=2.31, Synergy_ZIP=4.99, Synergy_Bliss=8.61, Synergy_Loewe=-7.13, Synergy_HSA=-1.48. (4) Drug 2: CC1=C(N=C(N=C1N)C(CC(=O)N)NCC(C(=O)N)N)C(=O)NC(C(C2=CN=CN2)OC3C(C(C(C(O3)CO)O)O)OC4C(C(C(C(O4)CO)O)OC(=O)N)O)C(=O)NC(C)C(C(C)C(=O)NC(C(C)O)C(=O)NCCC5=NC(=CS5)C6=NC(=CS6)C(=O)NCCC[S+](C)C)O. Synergy scores: CSS=39.7, Synergy_ZIP=-8.17, Synergy_Bliss=-5.04, Synergy_Loewe=1.43, Synergy_HSA=2.86. Cell line: NCI-H226. Drug 1: C1=CC(=C2C(=C1NCCNCCO)C(=O)C3=C(C=CC(=C3C2=O)O)O)NCCNCCO. (5) Drug 1: COC1=CC(=CC(=C1O)OC)C2C3C(COC3=O)C(C4=CC5=C(C=C24)OCO5)OC6C(C(C7C(O6)COC(O7)C8=CC=CS8)O)O. Drug 2: C1CC(=O)NC(=O)C1N2C(=O)C3=CC=CC=C3C2=O. Cell line: MDA-MB-231. Synergy scores: CSS=32.1, Synergy_ZIP=-6.29, Synergy_Bliss=2.60, Synergy_Loewe=-12.0, Synergy_HSA=2.97. (6) Drug 1: CC1OCC2C(O1)C(C(C(O2)OC3C4COC(=O)C4C(C5=CC6=C(C=C35)OCO6)C7=CC(=C(C(=C7)OC)O)OC)O)O. Drug 2: C1CC(C1)(C(=O)O)C(=O)O.[NH2-].[NH2-].[Pt+2]. Cell line: OVCAR-8. Synergy scores: CSS=13.0, Synergy_ZIP=-12.1, Synergy_Bliss=-4.86, Synergy_Loewe=-14.7, Synergy_HSA=-2.11. (7) Drug 1: CC1=C(C=C(C=C1)C(=O)NC2=CC(=CC(=C2)C(F)(F)F)N3C=C(N=C3)C)NC4=NC=CC(=N4)C5=CN=CC=C5. Drug 2: C1CNP(=O)(OC1)N(CCCl)CCCl. Cell line: 786-0. Synergy scores: CSS=1.18, Synergy_ZIP=-0.755, Synergy_Bliss=-1.34, Synergy_Loewe=-0.0504, Synergy_HSA=-0.538.